The task is: Predict which catalyst facilitates the given reaction.. This data is from Catalyst prediction with 721,799 reactions and 888 catalyst types from USPTO. Reactant: Cl.Cl.[Br:3][C:4]1[C:5]([N:13]2[CH2:18][CH2:17][NH:16][CH2:15][CH2:14]2)=[C:6]2[CH:12]=[CH:11][NH:10][C:7]2=[N:8][CH:9]=1.[C:19]([O:23][C:24]([NH:26][C@H:27]([CH2:31][C:32]1[CH:37]=[CH:36][C:35]([Cl:38])=[CH:34][CH:33]=1)[C:28](O)=[O:29])=[O:25])([CH3:22])([CH3:21])[CH3:20].ON1C2C=CC=CC=2N=N1.O.C(N=C=NCCCN(C)C)C.C(N(CC)CC)C. Product: [Br:3][C:4]1[C:5]([N:13]2[CH2:18][CH2:17][N:16]([C:28](=[O:29])[C@H:27]([NH:26][C:24](=[O:25])[O:23][C:19]([CH3:20])([CH3:21])[CH3:22])[CH2:31][C:32]3[CH:33]=[CH:34][C:35]([Cl:38])=[CH:36][CH:37]=3)[CH2:15][CH2:14]2)=[C:6]2[CH:12]=[CH:11][NH:10][C:7]2=[N:8][CH:9]=1. The catalyst class is: 2.